This data is from Reaction yield outcomes from USPTO patents with 853,638 reactions. The task is: Predict the reaction yield, written as a fraction of the theoretical maximum amount of product (1.0 means a 100% yield; for example, 0.34 means a 34% yield). (1) The reactants are Cl[C:2]1[C:11]2[C:6](=[CH:7][C:8]([S:12]([N:15]([C:25]3[S:26][C:27]([F:30])=[CH:28][N:29]=3)CC3C=CC(OC)=CC=3)(=[O:14])=[O:13])=[CH:9][CH:10]=2)[CH:5]=[N:4][N:3]=1.[CH3:31][O:32][C:33]1[CH:38]=[C:37]([C:39]([F:42])([F:41])[F:40])[CH:36]=[CH:35][C:34]=1B(O)O.P([O-])([O-])([O-])=O.[K+].[K+].[K+].O1CCOCC1. The catalyst is O. The product is [F:30][C:27]1[S:26][C:25]([NH:15][S:12]([C:8]2[CH:7]=[C:6]3[C:11](=[CH:10][CH:9]=2)[C:2]([C:34]2[CH:35]=[CH:36][C:37]([C:39]([F:42])([F:41])[F:40])=[CH:38][C:33]=2[O:32][CH3:31])=[N:3][N:4]=[CH:5]3)(=[O:13])=[O:14])=[N:29][CH:28]=1. The yield is 0.604. (2) The reactants are [Cl-].O[NH3+:3].[C:4](=[O:7])([O-])[OH:5].[Na+].CS(C)=O.[CH2:13]([C:17]1[N:18]=[C:19]([CH3:47])[N:20]([C:41]2[CH:46]=[CH:45][CH:44]=[CH:43][CH:42]=2)[C:21](=[O:40])[C:22]=1[CH2:23][C:24]1[C:29]([F:30])=[CH:28][C:27]([C:31]2[C:32]([C:37]#[N:38])=[CH:33][CH:34]=[CH:35][CH:36]=2)=[CH:26][C:25]=1[F:39])[CH2:14][CH2:15][CH3:16]. The catalyst is O.C(OCC)(=O)C. The product is [CH2:13]([C:17]1[N:18]=[C:19]([CH3:47])[N:20]([C:41]2[CH:46]=[CH:45][CH:44]=[CH:43][CH:42]=2)[C:21](=[O:40])[C:22]=1[CH2:23][C:24]1[C:25]([F:39])=[CH:26][C:27]([C:31]2[CH:36]=[CH:35][CH:34]=[CH:33][C:32]=2[C:37]2[NH:3][C:4](=[O:7])[O:5][N:38]=2)=[CH:28][C:29]=1[F:30])[CH2:14][CH2:15][CH3:16]. The yield is 0.470. (3) The reactants are [N+:1]([CH:4]([N+:6]([O-:8])=[O:7])[CH3:5])([O-:3])=[O:2].[OH-].[K+].[C:11]([O:15][CH2:16][CH2:17][CH2:18][CH2:19][CH2:20][CH2:21][CH3:22])(=[O:14])[CH:12]=[CH2:13].CO. The catalyst is O. The product is [N+:1]([C:4]([N+:6]([O-:8])=[O:7])([CH3:5])[CH2:13][CH2:12][C:11]([O:15][CH2:16][CH2:17][CH2:18][CH2:19][CH2:20][CH2:21][CH3:22])=[O:14])([O-:3])=[O:2]. The yield is 0.830. (4) The reactants are [CH3:1][NH:2][C:3](=[O:32])[C:4]1[CH:9]=[CH:8][C:7]([C:10]#[C:11][CH2:12][CH2:13][NH:14][C:15]([NH:17][CH2:18][C:19]2[CH:20]=[N:21][CH:22]=[CH:23][CH:24]=2)=[O:16])=[N:6][C:5]=1[NH:25][C:26]1[CH:31]=[CH:30][CH:29]=[CH:28][CH:27]=1. The catalyst is C(O)C.[Pd]. The product is [CH3:1][NH:2][C:3](=[O:32])[C:4]1[CH:9]=[CH:8][C:7]([CH2:10][CH2:11][CH2:12][CH2:13][NH:14][C:15]([NH:17][CH2:18][C:19]2[CH:20]=[N:21][CH:22]=[CH:23][CH:24]=2)=[O:16])=[N:6][C:5]=1[NH:25][C:26]1[CH:31]=[CH:30][CH:29]=[CH:28][CH:27]=1. The yield is 0.570. (5) The reactants are [CH2:1]([O:3][C:4]([N:6]1[CH2:11][CH2:10][N:9]([CH2:12][C:13]#[CH:14])[CH2:8][CH2:7]1)=[O:5])[CH3:2].I[C:16]1[CH:21]=[CH:20][CH:19]=[C:18]([CH3:22])[CH:17]=1.O. The catalyst is C(N(CC)CC)C.C1C=CC(P(C2C=CC=CC=2)C2C=CC=CC=2)=CC=1.C1C=CC(P(C2C=CC=CC=2)C2C=CC=CC=2)=CC=1.Cl[Pd]Cl.[Cu](I)I. The product is [CH2:1]([O:3][C:4]([N:6]1[CH2:7][CH2:8][N:9]([CH2:12][C:13]#[C:14][C:16]2[CH:17]=[C:18]([CH3:22])[CH:19]=[CH:20][CH:21]=2)[CH2:10][CH2:11]1)=[O:5])[CH3:2]. The yield is 0.620. (6) The reactants are [Cl:1][C:2]1[C:3]2[C:12]([F:13])=[CH:11][CH:10]=[CH:9][C:4]=2[S:5][C:6]=1[CH2:7][OH:8]. The catalyst is C1C=CC=CC=1.O=[Mn]=O. The product is [Cl:1][C:2]1[C:3]2[C:12]([F:13])=[CH:11][CH:10]=[CH:9][C:4]=2[S:5][C:6]=1[CH:7]=[O:8]. The yield is 0.870. (7) No catalyst specified. The product is [CH3:13][O:3][C:1]([CH3:2])=[C:4]([C:7]1[CH:12]=[CH:11][CH:10]=[CH:9][CH:8]=1)[C:5]#[N:6]. The reactants are [C:1]([CH:4]([C:7]1[CH:12]=[CH:11][CH:10]=[CH:9][CH:8]=1)[C:5]#[N:6])(=[O:3])[CH3:2].[C:13](OC)(OC)(OC)C. The yield is 0.570.